Task: Predict the reactants needed to synthesize the given product.. Dataset: Full USPTO retrosynthesis dataset with 1.9M reactions from patents (1976-2016) (1) The reactants are: Cl[C:2]1[C:7]([NH:8][C:9]([C:11]2[C:12]([NH:17][CH:18]3[CH2:20][CH2:19]3)=[N:13][CH:14]=[CH:15][CH:16]=2)=[O:10])=[C:6]([CH3:21])[CH:5]=[CH:4][N:3]=1.[H-].[Na+]. Given the product [CH3:21][C:6]1[CH:5]=[CH:4][N:3]=[C:2]2[N:17]([CH:18]3[CH2:20][CH2:19]3)[C:12]3[N:13]=[CH:14][CH:15]=[CH:16][C:11]=3[C:9](=[O:10])[NH:8][C:7]=12, predict the reactants needed to synthesize it. (2) Given the product [CH3:14][O:15][C:16]1[N:21]=[C:20]([CH:22]=[N:7][S@@:5]([C:2]([CH3:4])([CH3:3])[CH3:1])=[O:6])[CH:19]=[CH:18][CH:17]=1, predict the reactants needed to synthesize it. The reactants are: [CH3:1][C:2]([S@:5]([NH2:7])=[O:6])([CH3:4])[CH3:3].C([O-])([O-])=O.[Cs+].[Cs+].[CH3:14][O:15][C:16]1[N:21]=[C:20]([CH:22]=O)[CH:19]=[CH:18][CH:17]=1.